Dataset: Reaction yield outcomes from USPTO patents with 853,638 reactions. Task: Predict the reaction yield, written as a fraction of the theoretical maximum amount of product (1.0 means a 100% yield; for example, 0.34 means a 34% yield). (1) The reactants are [Sn](Cl)Cl.[N+:4]([C:7]1[CH:12]=[CH:11][CH:10]=[C:9]([O:13][CH2:14][CH2:15][CH2:16][CH2:17][CH2:18][O:19][C:20]2[CH:25]=[CH:24][CH:23]=[CH:22][CH:21]=2)[CH:8]=1)([O-])=O.C(=O)(O)[O-].[Na+]. The catalyst is C(O)C. The product is [O:19]([CH2:18][CH2:17][CH2:16][CH2:15][CH2:14][O:13][C:9]1[CH:8]=[C:7]([NH2:4])[CH:12]=[CH:11][CH:10]=1)[C:20]1[CH:21]=[CH:22][CH:23]=[CH:24][CH:25]=1. The yield is 0.980. (2) The reactants are [Cl:1][C:2]1[N:3]=[C:4]([N:13]2[CH2:18][CH2:17][O:16][CH2:15][CH2:14]2)[C:5]2[S:10][C:9]([CH:11]=O)=[CH:8][C:6]=2[N:7]=1.C1COCC1.[CH3:24][NH2:25]. The catalyst is C1(C)C=CC=CC=1.O. The product is [Cl:1][C:2]1[N:3]=[C:4]([N:13]2[CH2:18][CH2:17][O:16][CH2:15][CH2:14]2)[C:5]2[S:10][C:9]([CH2:11][NH:25][CH3:24])=[CH:8][C:6]=2[N:7]=1. The yield is 0.530. (3) The reactants are [CH3:1][O:2][C:3]([C:5]1([C:8]2[CH:13]=[CH:12][C:11]([OH:14])=[C:10]([C:15](=O)[CH3:16])[CH:9]=2)[CH2:7][CH2:6]1)=[O:4].Cl.[NH2:19][OH:20].C([O-])(=O)C.[Na+]. The catalyst is CCO. The product is [CH3:1][O:2][C:3]([C:5]1([C:8]2[CH:13]=[CH:12][C:11]([OH:14])=[C:10]([C:15](=[N:19][OH:20])[CH3:16])[CH:9]=2)[CH2:7][CH2:6]1)=[O:4]. The yield is 0.980. (4) The reactants are S(=O)(=O)(O)[OH:2].N(=[CH:8][C:9]([NH:11][C:12]1[CH:19]=[CH:18][C:15]([O:16][CH3:17])=[CH:14][CH:13]=1)=[O:10])O. The catalyst is O. The product is [CH3:17][O:16][C:15]1[CH:14]=[C:13]2[C:12](=[CH:19][CH:18]=1)[NH:11][C:9](=[O:10])[C:8]2=[O:2]. The yield is 0.650. (5) The reactants are [CH2:1]([C:3]1[NH:4][C:5](=[O:27])[C:6]([CH2:12][C:13]2[CH:18]=[CH:17][C:16]([C:19]3[C:20]([C:25]#[N:26])=[CH:21][CH:22]=[CH:23][CH:24]=3)=[CH:15][CH:14]=2)=[C:7]([CH2:9][CH2:10][CH3:11])[N:8]=1)[CH3:2].[O:28]1[CH2:33][CH2:32][CH:31]([O:34][C:35]2[N:40]=[CH:39][C:38](B(O)O)=[CH:37][CH:36]=2)[CH2:30][CH2:29]1.N1C=CC=CC=1.C(N(CC)CC)C. The catalyst is C([O-])(=O)C.[Cu+2].C([O-])(=O)C.C(OCC)(=O)C.C(Cl)Cl. The product is [CH2:1]([C:3]1[N:4]([C:38]2[CH:39]=[N:40][C:35]([O:34][CH:31]3[CH2:32][CH2:33][O:28][CH2:29][CH2:30]3)=[CH:36][CH:37]=2)[C:5](=[O:27])[C:6]([CH2:12][C:13]2[CH:18]=[CH:17][C:16]([C:19]3[C:20]([C:25]#[N:26])=[CH:21][CH:22]=[CH:23][CH:24]=3)=[CH:15][CH:14]=2)=[C:7]([CH2:9][CH2:10][CH3:11])[N:8]=1)[CH3:2]. The yield is 0.260. (6) The reactants are [F:1][C:2]1[CH:3]=[C:4]([CH:7]=[CH:8][C:9]=1[O:10][CH3:11])C#N.[C:12](=[O:15])([O-])[O-:13].[Na+].[Na+]. The catalyst is O.S(=O)(=O)(O)O. The product is [F:1][C:2]1[CH:3]=[C:4]([CH:7]=[CH:8][C:9]=1[O:10][CH3:11])[C:12]([OH:13])=[O:15]. The yield is 0.900. (7) The reactants are [CH2:1]([O:3][C@@H:4]1[C@H:9]([NH:10][C:11](=[O:17])[O:12][C:13]([CH3:16])([CH3:15])[CH3:14])[CH:8]=[C:7]([C:18]2[CH:23]=[CH:22][N:21]=[CH:20][C:19]=2[N+:24]([O-])=O)[CH2:6][C@@H:5]1[CH3:27])[CH3:2]. The catalyst is CCCCCCC.CCO. The product is [NH2:24][C:19]1[CH:20]=[N:21][CH:22]=[CH:23][C:18]=1[C@@H:7]1[CH2:8][C@H:9]([NH:10][C:11](=[O:17])[O:12][C:13]([CH3:14])([CH3:15])[CH3:16])[C@H:4]([O:3][CH2:1][CH3:2])[C@H:5]([CH3:27])[CH2:6]1.[NH2:24][C:19]1[CH:20]=[N:21][CH:22]=[CH:23][C:18]=1[C@H:7]1[CH2:8][C@@H:9]([NH:10][C:11](=[O:17])[O:12][C:13]([CH3:14])([CH3:15])[CH3:16])[C@@H:4]([O:3][CH2:1][CH3:2])[C@@H:5]([CH3:27])[CH2:6]1. The yield is 0.330. (8) The product is [CH3:1][C:2]1([CH3:29])[CH2:11][C:10]2[C:5](=[CH:6][CH:7]=[C:8]([C:12]([OH:14])=[O:13])[CH:9]=2)[NH:4][CH:3]1[C:16]1[CH:21]=[CH:20][CH:19]=[C:18]([C:22]([N:24]2[CH2:28][CH2:27][CH2:26][CH2:25]2)=[O:23])[CH:17]=1. The reactants are [CH3:1][C:2]1([CH3:29])[CH2:11][C:10]2[C:5](=[CH:6][CH:7]=[C:8]([C:12]([O:14]C)=[O:13])[CH:9]=2)[NH:4][CH:3]1[C:16]1[CH:21]=[CH:20][CH:19]=[C:18]([C:22]([N:24]2[CH2:28][CH2:27][CH2:26][CH2:25]2)=[O:23])[CH:17]=1.[OH-].[Na+]. The yield is 0.605. The catalyst is CO. (9) The reactants are [NH2:1][C:2]1[CH:10]=[C:9]([O:11][CH3:12])[CH:8]=[C:7]([O:13][CH3:14])[C:3]=1[C:4]([NH2:6])=[O:5].[CH:15]([C:17]1[CH:27]=[CH:26][C:20]([O:21][CH2:22][C:23]([OH:25])=[O:24])=[C:19](C)[CH:18]=1)=O.S([O-])(O)=O.[Na+].O.C1(C)C=CC(S(O)(=O)=O)=CC=1.CN(C)[C:48](=[O:50])C. No catalyst specified. The product is [CH3:14][O:13][C:7]1[CH:8]=[C:9]([O:11][CH3:12])[CH:10]=[C:2]2[C:3]=1[C:4](=[O:5])[NH:6][C:15]([C:17]1[CH:27]=[CH:26][C:20]([O:21][CH2:22][C:23]([OH:25])=[O:24])=[C:19]([O:50][CH3:48])[CH:18]=1)=[N:1]2. The yield is 0.0810. (10) The reactants are [OH:1][C:2]1([CH2:15][N:16]2[CH:20]=[C:19](B3OC(C)(C)C(C)(C)O3)[CH:18]=[N:17]2)[CH2:7][CH2:6][N:5]([C:8]([O:10][C:11]([CH3:14])([CH3:13])[CH3:12])=[O:9])[CH2:4][CH2:3]1.[Cl:30][C:31]1[C:36]([F:37])=[CH:35][CH:34]=[C:33]([Cl:38])[C:32]=1[CH:39]([O:41][C:42]1[C:43]([NH2:49])=[N:44][CH:45]=[C:46](I)[CH:47]=1)[CH3:40].C([O-])([O-])=O.[Na+].[Na+]. The catalyst is COCCOC. The product is [NH2:49][C:43]1[N:44]=[CH:45][C:46]([C:19]2[CH:18]=[N:17][N:16]([CH2:15][C:2]3([OH:1])[CH2:7][CH2:6][N:5]([C:8]([O:10][C:11]([CH3:13])([CH3:14])[CH3:12])=[O:9])[CH2:4][CH2:3]3)[CH:20]=2)=[CH:47][C:42]=1[O:41][CH:39]([C:32]1[C:33]([Cl:38])=[CH:34][CH:35]=[C:36]([F:37])[C:31]=1[Cl:30])[CH3:40]. The yield is 0.280.